Dataset: Catalyst prediction with 721,799 reactions and 888 catalyst types from USPTO. Task: Predict which catalyst facilitates the given reaction. (1) Reactant: C(OC(=O)[NH:7][CH2:8][C:9]1[CH:14]=[C:13]([C:15]2[CH:20]=[CH:19][C:18]([C:21]([F:24])([F:23])[F:22])=[CH:17][CH:16]=2)[N:12]=[C:11]([S:25][CH2:26][C:27]2[CH:32]=[CH:31][CH:30]=[CH:29][CH:28]=2)[N:10]=1)(C)(C)C. Product: [CH2:26]([S:25][C:11]1[N:10]=[C:9]([CH2:8][NH2:7])[CH:14]=[C:13]([C:15]2[CH:20]=[CH:19][C:18]([C:21]([F:23])([F:24])[F:22])=[CH:17][CH:16]=2)[N:12]=1)[C:27]1[CH:32]=[CH:31][CH:30]=[CH:29][CH:28]=1. The catalyst class is: 89. (2) Reactant: O[C:2]([C:24]([F:27])([F:26])[F:25])([CH2:15][CH:16]([C:18]1[CH:23]=[CH:22][CH:21]=[CH:20][CH:19]=1)[CH3:17])[CH2:3][O:4]S(C1C=CC(C)=CC=1)(=O)=O.[H-].[Na+]. Product: [C:18]1([CH:16]([CH3:17])[CH2:15][C:2]2([C:24]([F:27])([F:26])[F:25])[CH2:3][O:4]2)[CH:23]=[CH:22][CH:21]=[CH:20][CH:19]=1. The catalyst class is: 35. (3) The catalyst class is: 13. Reactant: F[C:2]1[N:7]=[CH:6][C:5]([NH:8][C:9]2[N:27]=[C:12]3[CH:13]=[CH:14][CH:15]=[C:16]([C:17]4[CH:22]=[CH:21][CH:20]=[C:19]([S:23]([CH3:26])(=[O:25])=[O:24])[CH:18]=4)[N:11]3[N:10]=2)=[CH:4][CH:3]=1.[CH3:28][N:29]1[CH2:34][CH2:33][NH:32][CH2:31][CH2:30]1. Product: [CH3:28][N:29]1[CH2:34][CH2:33][N:32]([C:2]2[N:7]=[CH:6][C:5]([NH:8][C:9]3[N:27]=[C:12]4[CH:13]=[CH:14][CH:15]=[C:16]([C:17]5[CH:22]=[CH:21][CH:20]=[C:19]([S:23]([CH3:26])(=[O:25])=[O:24])[CH:18]=5)[N:11]4[N:10]=3)=[CH:4][CH:3]=2)[CH2:31][CH2:30]1. (4) Reactant: Cl[C:2]1[N:7]=[C:6]([N:8]2[CH2:13][CH2:12][O:11][CH2:10][CH2:9]2)[N:5]=[C:4]([N:14]2[CH2:19][CH2:18][O:17][CH2:16][CH2:15]2)[N:3]=1.[NH2:20][C:21]1[CH:26]=[CH:25][C:24](B2OC(C)(C)C(C)(C)O2)=[CH:23][N:22]=1. Product: [O:17]1[CH2:18][CH2:19][N:14]([C:4]2[N:5]=[C:6]([N:8]3[CH2:13][CH2:12][O:11][CH2:10][CH2:9]3)[N:7]=[C:2]([C:24]3[CH:25]=[CH:26][C:21]([NH2:20])=[N:22][CH:23]=3)[N:3]=2)[CH2:15][CH2:16]1. The catalyst class is: 61. (5) The catalyst class is: 158. Reactant: C[C@H:2]1[CH2:11][C@H:10](NC2C=CC(C)=CC=2)[C:9]2[C:4](=[CH:5][CH:6]=[C:7](F)[CH:8]=2)[NH:3]1.N1C=CC=CC=1.[F:27][C:28]1[CH:29]=[C:30]([CH:34]=[CH:35][C:36]=1[CH3:37])[C:31](Cl)=[O:32]. Product: [F:27][C:28]1[CH:29]=[C:30]([CH:34]=[CH:35][C:36]=1[CH3:37])[C:31]([CH:10]1[C:9]2[C:4](=[CH:5][CH:6]=[CH:7][CH:8]=2)[NH:3][CH2:2][CH2:11]1)=[O:32].